Dataset: Aqueous solubility values for 9,982 compounds from the AqSolDB database. Task: Regression/Classification. Given a drug SMILES string, predict its absorption, distribution, metabolism, or excretion properties. Task type varies by dataset: regression for continuous measurements (e.g., permeability, clearance, half-life) or binary classification for categorical outcomes (e.g., BBB penetration, CYP inhibition). For this dataset (solubility_aqsoldb), we predict Y. The molecule is CC(C)COP(=O)(OCC(C)C)OCC(C)C. The Y is -3.00 log mol/L.